This data is from Forward reaction prediction with 1.9M reactions from USPTO patents (1976-2016). The task is: Predict the product of the given reaction. The product is: [CH2:17]([CH:14]([CH2:15][CH3:16])[CH2:13][C:7]1([C:5]([OH:6])=[O:4])[CH2:8][CH2:9][CH2:10][CH2:11][CH2:12]1)[CH3:18]. Given the reactants C([O:4][C:5]([C:7]1([CH2:13][CH:14]([CH2:17][CH3:18])[CH2:15][CH3:16])[CH2:12][CH2:11][CH2:10][CH2:9][CH2:8]1)=[O:6])(C)C.[OH-].[K+].OS(O)(=O)=O, predict the reaction product.